Task: Predict the reaction yield, written as a fraction of the theoretical maximum amount of product (1.0 means a 100% yield; for example, 0.34 means a 34% yield).. Dataset: Reaction yield outcomes from USPTO patents with 853,638 reactions (1) The reactants are [CH3:1][N:2]1[C:6]2[CH:7]=[CH:8][CH:9]=[CH:10][C:5]=2[N:4]=[C:3]1[CH2:11][C:12]1[CH:17]=[CH:16][C:15]([C:18]2[O:19][CH2:20][CH:21]([C:23]([O:25][CH3:26])=[O:24])[N:22]=2)=[CH:14][CH:13]=1.BrC(Cl)(Cl)Cl.C1CCN2C(=NCCC2)CC1. The catalyst is C(Cl)Cl. The product is [CH3:1][N:2]1[C:6]2[CH:7]=[CH:8][CH:9]=[CH:10][C:5]=2[N:4]=[C:3]1[CH2:11][C:12]1[CH:13]=[CH:14][C:15]([C:18]2[O:19][CH:20]=[C:21]([C:23]([O:25][CH3:26])=[O:24])[N:22]=2)=[CH:16][CH:17]=1. The yield is 0.150. (2) The reactants are [C:1]([O:4][CH2:5][CH2:6][C:7]1[CH:12]=[CH:11][C:10]([N:13]2[C:17]3[CH:18]=[C:19]([Cl:26])[C:20]([C:22]([F:25])([F:24])[F:23])=[CH:21][C:16]=3[N:15]=[C:14]2[C:27]([NH2:30])([CH3:29])[CH3:28])=[CH:9][CH:8]=1)(=[O:3])[CH3:2].[C:31](Cl)(=[O:33])[CH3:32].O. The catalyst is ClCCl. The product is [C:1]([O:4][CH2:5][CH2:6][C:7]1[CH:8]=[CH:9][C:10]([N:13]2[C:17]3[CH:18]=[C:19]([Cl:26])[C:20]([C:22]([F:24])([F:25])[F:23])=[CH:21][C:16]=3[N:15]=[C:14]2[C:27]([NH:30][C:31](=[O:33])[CH3:32])([CH3:29])[CH3:28])=[CH:11][CH:12]=1)(=[O:3])[CH3:2]. The yield is 0.570.